This data is from Forward reaction prediction with 1.9M reactions from USPTO patents (1976-2016). The task is: Predict the product of the given reaction. (1) Given the reactants [N:1]1([CH:7]=[CH:8][C:9]([O:11][CH3:12])=[O:10])[CH2:6][CH2:5][CH2:4][CH2:3][CH2:2]1.C(N(CC)CC)C.[F:20][CH:21]([F:25])[C:22](Cl)=[O:23], predict the reaction product. The product is: [F:20][CH:21]([F:25])[C:22](=[O:23])[C:8](=[CH:7][N:1]1[CH2:6][CH2:5][CH2:4][CH2:3][CH2:2]1)[C:9]([O:11][CH3:12])=[O:10]. (2) Given the reactants [Br:1][C:2]1[CH:3]=[N:4][CH:5]=[C:6]([N+:9]([O-:11])=[O:10])[C:7]=1[CH3:8].CO[CH:14](OC)[N:15]([CH3:17])[CH3:16], predict the reaction product. The product is: [Br:1][C:2]1[CH:3]=[N:4][CH:5]=[C:6]([N+:9]([O-:11])=[O:10])[C:7]=1/[CH:8]=[CH:14]/[N:15]([CH3:17])[CH3:16]. (3) Given the reactants [CH2:1]([NH:3][C:4]([NH:6][C:7]1[S:8][C:9]2[CH:15]=[C:14]([C:16](=[N:18][OH:19])[NH2:17])[CH:13]=[CH:12][C:10]=2[N:11]=1)=[O:5])[CH3:2].[C:20](O)(=O)[CH3:21], predict the reaction product. The product is: [CH2:1]([NH:3][C:4]([NH:6][C:7]1[S:8][C:9]2[CH:15]=[C:14]([C:16]3[N:17]=[C:20]([CH3:21])[O:19][N:18]=3)[CH:13]=[CH:12][C:10]=2[N:11]=1)=[O:5])[CH3:2]. (4) Given the reactants [CH3:1][C:2]1[CH:7]=[CH:6][C:5]([C:8]2[O:9][C:10]([CH3:13])=[N:11][N:12]=2)=[CH:4][C:3]=1[C:14]1[CH:19]=[CH:18][C:17]([C:20]([NH:22][CH2:23][C:24]2[CH:29]=[CH:28][CH:27]=[C:26]([C:30]([F:33])([F:32])[F:31])[CH:25]=2)=[O:21])=[CH:16][CH:15]=1.I[CH3:35], predict the reaction product. The product is: [CH3:1][C:2]1[CH:7]=[CH:6][C:5]([C:8]2[O:9][C:10]([CH3:13])=[N:11][N:12]=2)=[CH:4][C:3]=1[C:14]1[CH:19]=[CH:18][C:17]([C:20]([N:22]([CH3:35])[CH2:23][C:24]2[CH:29]=[CH:28][CH:27]=[C:26]([C:30]([F:32])([F:33])[F:31])[CH:25]=2)=[O:21])=[CH:16][CH:15]=1.